Dataset: Forward reaction prediction with 1.9M reactions from USPTO patents (1976-2016). Task: Predict the product of the given reaction. Given the reactants [NH2:1][C:2]1[CH:9]=[CH:8][CH:7]=[C:6]([NH:10][CH:11]([CH3:13])[CH3:12])[C:3]=1[C:4]#[N:5].[S:14](Cl)(=[O:17])(=[O:16])[NH2:15], predict the reaction product. The product is: [S:14]([NH2:1])([NH2:15])(=[O:17])=[O:16].[NH2:1][C:2]1[CH:9]=[CH:8][CH:7]=[C:6]([NH:10][CH:11]([CH3:13])[CH3:12])[C:3]=1[C:4]#[N:5].